This data is from Forward reaction prediction with 1.9M reactions from USPTO patents (1976-2016). The task is: Predict the product of the given reaction. (1) Given the reactants [OH:1][C:2]1[CH:7]=[CH:6][C:5]([C:8]2[CH:13]=[CH:12][C:11]([CH:14]=O)=[CH:10][C:9]=2[CH3:16])=[CH:4][CH:3]=1.Cl.[NH2:18][OH:19], predict the reaction product. The product is: [OH:1][C:2]1[CH:7]=[CH:6][C:5]([C:8]2[CH:13]=[CH:12][C:11]([CH:14]=[N:18][OH:19])=[CH:10][C:9]=2[CH3:16])=[CH:4][CH:3]=1. (2) Given the reactants [CH3:1][C:2]1[CH:7]=[CH:6][C:5]([S:8](Cl)(=[O:10])=[O:9])=[CH:4][CH:3]=1.[OH:12][CH2:13][CH:14]([NH:18][C:19](=[O:25])[O:20][C:21]([CH3:24])([CH3:23])[CH3:22])[CH:15]([CH3:17])[CH3:16].O, predict the reaction product. The product is: [CH3:1][C:2]1[CH:7]=[CH:6][C:5]([S:8]([O:12][CH2:13][CH:14]([NH:18][C:19](=[O:25])[O:20][C:21]([CH3:23])([CH3:22])[CH3:24])[CH:15]([CH3:17])[CH3:16])(=[O:10])=[O:9])=[CH:4][CH:3]=1. (3) The product is: [CH2:2]([C:12]1([OH:22])[C:13]2[C:18](=[CH:17][CH:16]=[CH:15][CH:14]=2)[C:19]([OH:21])=[CH:20][C:11]1=[O:10])[C:3]1[CH:8]=[CH:7][CH:6]=[CH:5][CH:4]=1. Given the reactants [In].[CH2:2](Br)[C:3]1[CH:8]=[CH:7][CH:6]=[CH:5][CH:4]=1.[OH:10][C:11]1[C:12](=[O:22])[C:13]2[C:18]([C:19](=[O:21])[CH:20]=1)=[CH:17][CH:16]=[CH:15][CH:14]=2.[Cl-].[NH4+].C([O-])(=O)C(C(C([O-])=O)O)O.[K+].[Na+], predict the reaction product. (4) Given the reactants [CH2:1]([N:3]([CH:11]1[CH2:16][CH2:15][C:14]([C:17]2[C:25]3[C:20](=[CH:21][C:22]([NH:26][C:27]([C:29]4[S:30][CH:31]=[CH:32][CH:33]=4)=[NH:28])=[CH:23][CH:24]=3)[NH:19][CH:18]=2)=[CH:13][CH2:12]1)C(=O)OC(C)(C)C)[CH3:2].C(O)(C(F)(F)F)=O, predict the reaction product. The product is: [CH2:1]([NH:3][CH:11]1[CH2:16][CH2:15][C:14]([C:17]2[C:25]3[C:20](=[CH:21][C:22]([NH:26][C:27]([C:29]4[S:30][CH:31]=[CH:32][CH:33]=4)=[NH:28])=[CH:23][CH:24]=3)[NH:19][CH:18]=2)=[CH:13][CH2:12]1)[CH3:2]. (5) Given the reactants [Br:1][C:2]1[C:3]([O:10][CH2:11]C)=[N:4][CH:5]=[C:6]([CH2:8][Cl:9])[CH:7]=1.BrC1C=C(CO)C=NC=1OC, predict the reaction product. The product is: [Br:1][C:2]1[C:3]([O:10][CH3:11])=[N:4][CH:5]=[C:6]([CH2:8][Cl:9])[CH:7]=1. (6) Given the reactants [O:1]1[C:5]2[CH:6]=[CH:7][C:8]([C:10]3[NH:14][CH:13]=[N:12][C:11]=3[C:15]3[CH:20]=[CH:19][CH:18]=[C:17](Br)[N:16]=3)=[CH:9][C:4]=2[O:3][CH2:2]1.[NH2:22][C:23]1[CH:28]=[CH:27][CH:26]=[CH:25][CH:24]=1.C[Al](C)C.[OH-].[Na+], predict the reaction product. The product is: [O:1]1[C:5]2[CH:6]=[CH:7][C:8]([C:10]3[NH:14][CH:13]=[N:12][C:11]=3[C:15]3[N:16]=[C:17]([NH:22][C:23]4[CH:28]=[CH:27][CH:26]=[CH:25][CH:24]=4)[CH:18]=[CH:19][CH:20]=3)=[CH:9][C:4]=2[O:3][CH2:2]1.